Task: Predict the product of the given reaction.. Dataset: Forward reaction prediction with 1.9M reactions from USPTO patents (1976-2016) (1) Given the reactants [C:1]([O:5][C:6]([NH:8][CH:9]1[CH2:14][C:13]([CH3:19])([C:15]([O:17][CH3:18])=[O:16])[CH2:12][CH:11]=[CH:10]1)=[O:7])([CH3:4])([CH3:3])[CH3:2], predict the reaction product. The product is: [C:1]([O:5][C:6]([NH:8][CH:9]1[CH2:14][C:13]([CH3:19])([C:15]([O:17][CH3:18])=[O:16])[CH2:12][CH2:11][CH2:10]1)=[O:7])([CH3:4])([CH3:3])[CH3:2]. (2) Given the reactants [Br:1][C:2]1[CH:7]=[CH:6][C:5]([OH:8])=[CH:4][C:3]=1[F:9].[H-].[Na+].[CH3:12][C:13]1[C:18]([CH3:19])=[C:17]([N+]([O-])=O)[CH:16]=[CH:15][N+:14]=1[O-:23], predict the reaction product. The product is: [Br:1][C:2]1[CH:7]=[CH:6][C:5]([O:8][C:17]2[CH:16]=[CH:15][N+:14]([O-:23])=[C:13]([CH3:12])[C:18]=2[CH3:19])=[CH:4][C:3]=1[F:9]. (3) The product is: [CH2:11]([S:13][C:14]1[CH:19]=[C:18]([C:2]2[CH:8]=[C:7]([F:9])[C:5]([NH2:6])=[C:4]([F:10])[CH:3]=2)[CH:17]=[CH:16][CH:15]=1)[CH3:12]. Given the reactants Br[C:2]1[CH:8]=[C:7]([F:9])[C:5]([NH2:6])=[C:4]([F:10])[CH:3]=1.[CH2:11]([S:13][C:14]1[CH:15]=[C:16](B(O)O)[CH:17]=[CH:18][CH:19]=1)[CH3:12], predict the reaction product. (4) Given the reactants [CH3:1][O:2][C:3]([NH:5][C@H:6]([C:11]([N:13]1[CH2:17][C@@H:16]([CH3:18])[CH2:15][C@H:14]1[C:19]1[NH:20][C:21]([C:24]2[CH:29]=[C:28]3[CH2:30][O:31][C:32]4[CH:59]=[C:58]5[C:35]([CH:36]=[CH:37][C:38]6[N:42]=[C:41]([C@@H:43]7[CH2:47][C@H:46]([CH2:48][O:49][CH3:50])[CH2:45][N:44]7[C:51](OC(C)(C)C)=[O:52])[NH:40][C:39]=65)=[CH:34][C:33]=4[C:27]3=[CH:26][CH:25]=2)=[CH:22][N:23]=1)=[O:12])[C@@H:7]([CH2:9][CH3:10])[CH3:8])=[O:4].[CH3:60][O:61][C@H:62]([CH3:72])[C@H:63]([NH:67][C:68]([O:70][CH3:71])=[O:69])C(O)=O.CN(C(ON1N=NC2C=CC=NC1=2)=[N+](C)C)C.F[P-](F)(F)(F)(F)F.CN1CCOCC1, predict the reaction product. The product is: [CH3:1][O:2][C:3](=[O:4])[NH:5][C@@H:6]([C@H:7]([CH3:8])[CH2:9][CH3:10])[C:11]([N:13]1[CH2:17][C@@H:16]([CH3:18])[CH2:15][C@H:14]1[C:19]1[NH:20][C:21]([C:24]2[CH:29]=[C:28]3[CH2:30][O:31][C:32]4[CH:59]=[C:58]5[C:35]([CH:36]=[CH:37][C:38]6[N:42]=[C:41]([C@@H:43]7[CH2:47][C@H:46]([CH2:48][O:49][CH3:50])[CH2:45][N:44]7[C:51](=[O:52])[C@H:63]([C@H:62]([CH3:72])[O:61][CH3:60])[NH:67][C:68]([O:70][CH3:71])=[O:69])[NH:40][C:39]=65)=[CH:34][C:33]=4[C:27]3=[CH:26][CH:25]=2)=[CH:22][N:23]=1)=[O:12]. (5) The product is: [CH3:1][C:2]1([CH3:14])[C:6]([CH3:7])([CH3:8])[O:5][B:4]([C:9]2[CH:13]=[N:12][N:11]([CH2:18][O:19][CH2:20][CH2:21][Si:22]([CH3:25])([CH3:24])[CH3:23])[CH:10]=2)[O:3]1. Given the reactants [CH3:1][C:2]1([CH3:14])[C:6]([CH3:8])([CH3:7])[O:5][B:4]([C:9]2[CH:10]=[N:11][NH:12][CH:13]=2)[O:3]1.[H-].[Na+].Cl[CH2:18][O:19][CH2:20][CH2:21][Si:22]([CH3:25])([CH3:24])[CH3:23], predict the reaction product. (6) Given the reactants [F:1][CH:2]([F:37])[O:3][C:4]1[CH:9]=[CH:8][C:7]([C:10]2[CH:11]=[N:12][C:13]([NH:16][C:17]3[CH:18]=[C:19]([CH:34]=[CH:35][CH:36]=3)[O:20][CH2:21][CH2:22][N:23]3[CH2:28][CH2:27][CH:26]([C:29]([O:31]CC)=[O:30])[CH2:25][CH2:24]3)=[N:14][CH:15]=2)=[CH:6][CH:5]=1.C1COCC1.[OH-].[Li+].Cl, predict the reaction product. The product is: [F:37][CH:2]([F:1])[O:3][C:4]1[CH:5]=[CH:6][C:7]([C:10]2[CH:11]=[N:12][C:13]([NH:16][C:17]3[CH:18]=[C:19]([CH:34]=[CH:35][CH:36]=3)[O:20][CH2:21][CH2:22][N:23]3[CH2:24][CH2:25][CH:26]([C:29]([OH:31])=[O:30])[CH2:27][CH2:28]3)=[N:14][CH:15]=2)=[CH:8][CH:9]=1. (7) Given the reactants [C:1]([C:3]1[CH:37]=[CH:36][C:6]2[NH:7][C:8]([C:10]([C:17]3[C:25]([O:26][CH3:27])=[CH:24][C:23]([CH3:28])=[C:22]4[C:18]=3[CH:19]=[CH:20][N:21]4C(OC(C)(C)C)=O)([NH:15][CH3:16])[C:11]([F:14])([F:13])[F:12])=[N:9][C:5]=2[CH:4]=1)#[N:2].C([O-])([O-])=O.[Cs+].[Cs+], predict the reaction product. The product is: [F:14][C:11]([F:12])([F:13])[C:10]([C:8]1[NH:7][C:6]2[CH:36]=[CH:37][C:3]([C:1]#[N:2])=[CH:4][C:5]=2[N:9]=1)([C:17]1[C:25]([O:26][CH3:27])=[CH:24][C:23]([CH3:28])=[C:22]2[C:18]=1[CH:19]=[CH:20][NH:21]2)[NH:15][CH3:16]. (8) Given the reactants [C:1]([O:5][C:6]([NH:8][C@@H:9]([CH2:13][C:14]1[CH:19]=[C:18]([F:20])[CH:17]=[C:16]([F:21])[CH:15]=1)[C:10]([OH:12])=[O:11])=[O:7])([CH3:4])([CH3:3])[CH3:2].O.[OH-].[Li+].S(OC)(O[CH3:29])(=O)=O.C(=O)(O)[O-].[Na+], predict the reaction product. The product is: [CH3:29][O:11][C:10](=[O:12])[C@@H:9]([NH:8][C:6]([O:5][C:1]([CH3:4])([CH3:2])[CH3:3])=[O:7])[CH2:13][C:14]1[CH:15]=[C:16]([F:21])[CH:17]=[C:18]([F:20])[CH:19]=1. (9) Given the reactants [Br:1]Br.[OH:3][C:4]1[C:5]([C:14]([OH:16])=[O:15])=[CH:6][CH:7]=[C:8]2[C:13]=1[N:12]=[CH:11][CH:10]=[CH:9]2, predict the reaction product. The product is: [Br:1][C:7]1[CH:6]=[C:5]([C:14]([OH:16])=[O:15])[C:4]([OH:3])=[C:13]2[C:8]=1[CH:9]=[CH:10][CH:11]=[N:12]2. (10) Given the reactants [Cl:1][C:2]1[CH:3]=[C:4]([CH:28]=[CH:29][CH:30]=1)[C:5]([N:7]=[C:8]([NH:19][C:20]1[CH:25]=[C:24]([F:26])[CH:23]=[C:22]([Cl:27])[CH:21]=1)[NH:9][C:10]1[CH:14]=[C:13]([C:15]([F:18])([F:17])[F:16])[NH:12][N:11]=1)=[O:6].[CH3:31][C:32]([CH3:34])=[O:33], predict the reaction product. The product is: [CH3:31][C:32]([CH3:34])=[O:33].[Cl:1][C:2]1[CH:3]=[C:4]([CH:28]=[CH:29][CH:30]=1)[C:5]([N:7]=[C:8]([NH:19][C:20]1[CH:25]=[C:24]([F:26])[CH:23]=[C:22]([Cl:27])[CH:21]=1)[NH:9][C:10]1[CH:14]=[C:13]([C:15]([F:18])([F:16])[F:17])[NH:12][N:11]=1)=[O:6].